This data is from Catalyst prediction with 721,799 reactions and 888 catalyst types from USPTO. The task is: Predict which catalyst facilitates the given reaction. (1) Reactant: Cl.[CH3:2][C:3]1[CH:8]=[C:7]([CH3:9])[CH:6]=[CH:5][C:4]=1[CH:10]([C:12]1[CH:17]=[CH:16][CH:15]=[CH:14][N:13]=1)[NH2:11].[CH3:18][C:19]1[C:24]([CH2:25][O:26][C:27]2[CH:32]=[CH:31][C:30]([CH2:33][C:34](O)=[O:35])=[CH:29][CH:28]=2)=[CH:23][CH:22]=[CH:21][N:20]=1.C(Cl)CCl.C1C=CC2N(O)N=NC=2C=1.CCN(C(C)C)C(C)C. Product: [CH3:2][C:3]1[CH:8]=[C:7]([CH3:9])[CH:6]=[CH:5][C:4]=1[CH:10]([C:12]1[CH:17]=[CH:16][CH:15]=[CH:14][N:13]=1)[NH:11][C:34](=[O:35])[CH2:33][C:30]1[CH:29]=[CH:28][C:27]([O:26][CH2:25][C:24]2[C:19]([CH3:18])=[N:20][CH:21]=[CH:22][CH:23]=2)=[CH:32][CH:31]=1. The catalyst class is: 18. (2) Reactant: C(OC(=O)[NH:7][CH2:8][C:9]1[CH:14]=[CH:13][C:12]([Cl:15])=[C:11]([NH:16][C:17]2[NH:21][C:20]3[CH:22]=[C:23]([N:27]4[CH2:31][CH2:30][CH2:29][CH:28]4[CH2:32][N:33]([CH3:35])[CH3:34])[C:24]([Cl:26])=[CH:25][C:19]=3[N:18]=2)[CH:10]=1)(C)(C)C.Cl. Product: [Cl:15][C:12]1[CH:13]=[CH:14][C:9]([CH2:8][NH2:7])=[CH:10][C:11]=1[NH:16][C:17]1[NH:21][C:20]2[CH:22]=[C:23]([N:27]3[CH2:31][CH2:30][CH2:29][CH:28]3[CH2:32][N:33]([CH3:35])[CH3:34])[C:24]([Cl:26])=[CH:25][C:19]=2[N:18]=1. The catalyst class is: 1.